The task is: Regression. Given two drug SMILES strings and cell line genomic features, predict the synergy score measuring deviation from expected non-interaction effect.. This data is from NCI-60 drug combinations with 297,098 pairs across 59 cell lines. (1) Drug 1: CCC(=C(C1=CC=CC=C1)C2=CC=C(C=C2)OCCN(C)C)C3=CC=CC=C3.C(C(=O)O)C(CC(=O)O)(C(=O)O)O. Drug 2: C1CC(C1)(C(=O)O)C(=O)O.[NH2-].[NH2-].[Pt+2]. Cell line: NCIH23. Synergy scores: CSS=18.4, Synergy_ZIP=-1.62, Synergy_Bliss=5.43, Synergy_Loewe=-1.46, Synergy_HSA=-0.859. (2) Drug 1: C1C(C(OC1N2C=C(C(=O)NC2=O)F)CO)O. Drug 2: CC1=C2C(C(=O)C3(C(CC4C(C3C(C(C2(C)C)(CC1OC(=O)C(C(C5=CC=CC=C5)NC(=O)OC(C)(C)C)O)O)OC(=O)C6=CC=CC=C6)(CO4)OC(=O)C)O)C)O. Cell line: CAKI-1. Synergy scores: CSS=-0.696, Synergy_ZIP=11.8, Synergy_Bliss=6.68, Synergy_Loewe=-1.04, Synergy_HSA=-0.479. (3) Drug 1: C1=C(C(=O)NC(=O)N1)F. Drug 2: CC1C(C(=O)NC(C(=O)N2CCCC2C(=O)N(CC(=O)N(C(C(=O)O1)C(C)C)C)C)C(C)C)NC(=O)C3=C4C(=C(C=C3)C)OC5=C(C(=O)C(=C(C5=N4)C(=O)NC6C(OC(=O)C(N(C(=O)CN(C(=O)C7CCCN7C(=O)C(NC6=O)C(C)C)C)C)C(C)C)C)N)C. Cell line: SW-620. Synergy scores: CSS=48.6, Synergy_ZIP=6.71, Synergy_Bliss=9.57, Synergy_Loewe=9.30, Synergy_HSA=9.30. (4) Drug 1: CN(C)C1=NC(=NC(=N1)N(C)C)N(C)C. Drug 2: C1=CC(=CC=C1CC(C(=O)O)N)N(CCCl)CCCl.Cl. Cell line: MOLT-4. Synergy scores: CSS=47.6, Synergy_ZIP=4.24, Synergy_Bliss=4.92, Synergy_Loewe=-20.3, Synergy_HSA=1.87. (5) Drug 1: CC(CN1CC(=O)NC(=O)C1)N2CC(=O)NC(=O)C2. Drug 2: C1CCC(C(C1)N)N.C(=O)(C(=O)[O-])[O-].[Pt+4]. Cell line: MOLT-4. Synergy scores: CSS=61.1, Synergy_ZIP=1.75, Synergy_Bliss=2.40, Synergy_Loewe=2.38, Synergy_HSA=5.57.